Dataset: Forward reaction prediction with 1.9M reactions from USPTO patents (1976-2016). Task: Predict the product of the given reaction. Given the reactants CO.[H-].[Na+].[CH3:5][C:6]1[CH:26]=[C:25]([C:27]2[C:31]([CH:32]=[O:33])=[C:30](Cl)[N:29]([CH3:35])[N:28]=2)[CH:24]=[CH:23][C:7]=1[O:8][CH2:9][C:10]1[CH:15]=[CH:14][CH:13]=[CH:12][C:11]=1[N:16]1[C:20](=[O:21])[N:19]([CH3:22])[N:18]=[N:17]1.[O:36]1CCC[CH2:37]1, predict the reaction product. The product is: [CH3:5][C:6]1[CH:26]=[C:25]([C:27]2[C:31]([CH:32]=[O:33])=[C:30]([O:36][CH3:37])[N:29]([CH3:35])[N:28]=2)[CH:24]=[CH:23][C:7]=1[O:8][CH2:9][C:10]1[CH:15]=[CH:14][CH:13]=[CH:12][C:11]=1[N:16]1[C:20](=[O:21])[N:19]([CH3:22])[N:18]=[N:17]1.